This data is from Reaction yield outcomes from USPTO patents with 853,638 reactions. The task is: Predict the reaction yield, written as a fraction of the theoretical maximum amount of product (1.0 means a 100% yield; for example, 0.34 means a 34% yield). (1) The reactants are O1CCCCC1[N:7]1[C:15]2[C:10](=[CH:11][C:12]([C:16]3[N:20]=[CH:19][N:18](C(C4C=CC=CC=4)(C4C=CC=CC=4)C4C=CC=CC=4)[N:17]=3)=[CH:13][CH:14]=2)[C:9]([C:40]2[CH:41]=[C:42]([CH:47]=[CH:48][CH:49]=2)[C:43](OC)=[O:44])=[N:8]1.O.[OH-].[Li+].C[NH:54]N(CC)NC.O.ON1C2C=CC=CC=2N=N1.Cl.[CH3:72][N:73]([CH3:82])[CH2:74][CH2:75]CN=C=NCC.Cl.C(=O)(O)[O-].[Na+]. The catalyst is O1CCOCC1.O1CCCC1.O1CCCC1.O. The product is [NH:17]1[C:16]([C:12]2[CH:11]=[C:10]3[C:15](=[CH:14][CH:13]=2)[NH:7][N:8]=[C:9]3[C:40]2[CH:41]=[C:42]([C:43]([NH:54][CH2:75][CH2:74][N:73]([CH3:72])[CH3:82])=[O:44])[CH:47]=[CH:48][CH:49]=2)=[N:20][CH:19]=[N:18]1. The yield is 0.310. (2) The reactants are Cl[C:2]1[N:10]=[C:9]2[C:5]([N:6]=[CH:7][N:8]2[CH3:11])=[C:4]([NH:12][C:13]2[CH:18]=[CH:17][CH:16]=[CH:15][CH:14]=2)[N:3]=1.[NH2:19][C@H:20]([CH2:23][CH3:24])[CH2:21][OH:22]. The catalyst is O. The product is [CH3:11][N:8]1[CH:7]=[N:6][C:5]2[C:9]1=[N:10][C:2]([NH:19][C@H:20]([CH2:23][CH3:24])[CH2:21][OH:22])=[N:3][C:4]=2[NH:12][C:13]1[CH:18]=[CH:17][CH:16]=[CH:15][CH:14]=1. The yield is 0.540. (3) The reactants are Cl[C:2]1[C:7]([N+:8]([O-:10])=[O:9])=[CH:6][CH:5]=[CH:4][N:3]=1.[CH2:11]([NH2:13])[CH3:12].C(O)C. The product is [CH2:11]([NH:13][C:2]1[C:7]([N+:8]([O-:10])=[O:9])=[CH:6][CH:5]=[CH:4][N:3]=1)[CH3:12]. The yield is 0.920. No catalyst specified. (4) The reactants are C([O:3][C:4](=[O:30])[CH2:5][O:6][C:7]1[CH:12]=[CH:11][C:10]([O:13][CH2:14][CH2:15][C:16]2[N:17]=[C:18]([C:22]3[CH:27]=[CH:26][CH:25]=[CH:24][CH:23]=3)[O:19][C:20]=2[CH3:21])=[CH:9][C:8]=1[CH2:28][CH3:29])C.[OH-].[Na+]. The catalyst is C(O)C. The product is [CH2:28]([C:8]1[CH:9]=[C:10]([O:13][CH2:14][CH2:15][C:16]2[N:17]=[C:18]([C:22]3[CH:23]=[CH:24][CH:25]=[CH:26][CH:27]=3)[O:19][C:20]=2[CH3:21])[CH:11]=[CH:12][C:7]=1[O:6][CH2:5][C:4]([OH:30])=[O:3])[CH3:29]. The yield is 0.870. (5) The reactants are [Br:1][C:2]1[C:3]([F:12])=[C:4]2[C:10]([NH2:11])=[CH:9][NH:8][C:5]2=[N:6][CH:7]=1.[N:13]1[CH:18]=[CH:17][CH:16]=[N:15][C:14]=1[C:19](O)=[O:20].O=C1N(P(Cl)(N2CCOC2=O)=O)CCO1.C(N(CC)CC)C. The catalyst is C(Cl)Cl.O. The product is [Br:1][C:2]1[C:3]([F:12])=[C:4]2[C:10]([NH:11][C:19]([C:14]3[N:15]=[CH:16][CH:17]=[CH:18][N:13]=3)=[O:20])=[CH:9][NH:8][C:5]2=[N:6][CH:7]=1. The yield is 0.380.